This data is from Full USPTO retrosynthesis dataset with 1.9M reactions from patents (1976-2016). The task is: Predict the reactants needed to synthesize the given product. The reactants are: [F:1][C:2]([F:13])([F:12])[C:3]1[N:11]=[CH:10][CH:9]=[CH:8][C:4]=1[C:5]([NH2:7])=O.C(N(CC)CC)C.FC(F)(F)C(OC(=O)C(F)(F)F)=O.C(=O)([O-])O.[Na+]. Given the product [F:12][C:2]([F:1])([F:13])[C:3]1[N:11]=[CH:10][CH:9]=[CH:8][C:4]=1[C:5]#[N:7], predict the reactants needed to synthesize it.